This data is from Merck oncology drug combination screen with 23,052 pairs across 39 cell lines. The task is: Regression. Given two drug SMILES strings and cell line genomic features, predict the synergy score measuring deviation from expected non-interaction effect. (1) Drug 2: CCc1c2c(nc3ccc(O)cc13)-c1cc3c(c(=O)n1C2)COC(=O)C3(O)CC. Drug 1: COC1=C2CC(C)CC(OC)C(O)C(C)C=C(C)C(OC(N)=O)C(OC)C=CC=C(C)C(=O)NC(=CC1=O)C2=O. Synergy scores: synergy=13.7. Cell line: HCT116. (2) Drug 1: CN(C)C(=N)N=C(N)N. Drug 2: CS(=O)(=O)CCNCc1ccc(-c2ccc3ncnc(Nc4ccc(OCc5cccc(F)c5)c(Cl)c4)c3c2)o1. Cell line: NCIH520. Synergy scores: synergy=-7.11. (3) Drug 1: O=S1(=O)NC2(CN1CC(F)(F)F)C1CCC2Cc2cc(C=CCN3CCC(C(F)(F)F)CC3)ccc2C1. Drug 2: Cc1nc(Nc2ncc(C(=O)Nc3c(C)cccc3Cl)s2)cc(N2CCN(CCO)CC2)n1. Cell line: NCIH2122. Synergy scores: synergy=-25.4. (4) Drug 1: C=CCn1c(=O)c2cnc(Nc3ccc(N4CCN(C)CC4)cc3)nc2n1-c1cccc(C(C)(C)O)n1. Drug 2: CNC(=O)c1cc(Oc2ccc(NC(=O)Nc3ccc(Cl)c(C(F)(F)F)c3)cc2)ccn1. Cell line: NCIH520. Synergy scores: synergy=4.09. (5) Drug 1: Nc1ccn(C2OC(CO)C(O)C2(F)F)c(=O)n1. Drug 2: C#Cc1cccc(Nc2ncnc3cc(OCCOC)c(OCCOC)cc23)c1. Cell line: LNCAP. Synergy scores: synergy=0.786. (6) Drug 1: CC(=O)OC1C(=O)C2(C)C(O)CC3OCC3(OC(C)=O)C2C(OC(=O)c2ccccc2)C2(O)CC(OC(=O)C(O)C(NC(=O)c3ccccc3)c3ccccc3)C(C)=C1C2(C)C. Drug 2: Cn1c(=O)n(-c2ccc(C(C)(C)C#N)cc2)c2c3cc(-c4cnc5ccccc5c4)ccc3ncc21. Cell line: ZR751. Synergy scores: synergy=24.2. (7) Drug 1: O=C(CCCCCCC(=O)Nc1ccccc1)NO. Drug 2: CCc1cnn2c(NCc3ccc[n+]([O-])c3)cc(N3CCCCC3CCO)nc12. Cell line: HCT116. Synergy scores: synergy=-42.1.